This data is from Forward reaction prediction with 1.9M reactions from USPTO patents (1976-2016). The task is: Predict the product of the given reaction. (1) Given the reactants [CH3:1][O:2][CH2:3][O:4][C:5]1[CH:10]=[CH:9][C:8]([C:11]2[CH:12]=[C:13]([C:27]([OH:29])=O)[C:14]3[C:19]([CH3:20])=[N:18][N:17]([CH:21]4[CH2:26][CH2:25][CH2:24][CH2:23][O:22]4)[C:15]=3[N:16]=2)=[CH:7][CH:6]=1.CCN(C(C)C)C(C)C.[CH2:39]([N:46]1[CH2:51][C:50]([CH3:53])([CH3:52])[NH:49][CH2:48][C:47]1([CH3:55])[CH3:54])[C:40]1[CH:45]=[CH:44][CH:43]=[CH:42][CH:41]=1, predict the reaction product. The product is: [CH2:39]([N:46]1[C:47]([CH3:55])([CH3:54])[CH2:48][N:49]([C:27]([C:13]2[CH:12]=[C:11]([C:8]3[CH:7]=[CH:6][C:5]([O:4][CH2:3][O:2][CH3:1])=[CH:10][CH:9]=3)[N:16]=[C:15]3[N:17]([CH:21]4[CH2:26][CH2:25][CH2:24][CH2:23][O:22]4)[N:18]=[C:19]([CH3:20])[C:14]=23)=[O:29])[C:50]([CH3:53])([CH3:52])[CH2:51]1)[C:40]1[CH:41]=[CH:42][CH:43]=[CH:44][CH:45]=1. (2) Given the reactants [Cl:1][C:2]1[CH:3]=[C:4]2[C:12](=[C:13]([Cl:15])[CH:14]=1)[NH:11][C:10]1[CH2:9][C:8]([CH3:17])([CH3:16])[CH2:7][C:6](=[O:18])[C:5]2=1.Br[CH2:20][CH2:21][CH2:22][CH2:23][CH2:24][C:25]([O:27][CH2:28][CH3:29])=[O:26].[H-].[Na+], predict the reaction product. The product is: [Cl:15][C:13]1[C:12]2[N:11]([CH2:20][CH2:21][CH2:22][CH2:23][CH2:24][C:25]([O:27][CH2:28][CH3:29])=[O:26])[C:10]3[CH2:9][C:8]([CH3:16])([CH3:17])[CH2:7][C:6](=[O:18])[C:5]=3[C:4]=2[CH:3]=[C:2]([Cl:1])[CH:14]=1. (3) Given the reactants [O:1]1[CH:5]=[CH:4][CH:3]=[C:2]1[C:6]1[N:10]([C:11]2[CH:12]=[C:13]([CH:16]=[CH:17][CH:18]=2)[CH:14]=O)[N:9]=[C:8]([C:19]([F:22])([F:21])[F:20])[CH:7]=1.[NH2:23][CH2:24][CH2:25][N:26]([CH3:34])[C:27](=[O:33])[O:28][C:29]([CH3:32])([CH3:31])[CH3:30].C(O)(=O)C.C([BH3-])#N.[Na+], predict the reaction product. The product is: [O:1]1[CH:5]=[CH:4][CH:3]=[C:2]1[C:6]1[N:10]([C:11]2[CH:12]=[C:13]([CH:16]=[CH:17][CH:18]=2)[CH2:14][NH:23][CH2:24][CH2:25][N:26]([CH3:34])[C:27](=[O:33])[O:28][C:29]([CH3:30])([CH3:31])[CH3:32])[N:9]=[C:8]([C:19]([F:22])([F:20])[F:21])[CH:7]=1. (4) The product is: [CH2:1]([O:3][C:4](=[O:34])[CH2:5][C@@H:6]([C:10]1[CH:15]=[CH:14][C:13]([O:16][CH2:17][C:18]2[CH:19]=[CH:20][C:21]3[N:22]([N:24]=[C:25]([C:27]4[CH:28]=[CH:29][C:30]([O:33][CH2:36][CH2:37][O:38][CH3:39])=[CH:31][CH:32]=4)[N:26]=3)[CH:23]=2)=[CH:12][CH:11]=1)[C:7]#[C:8][CH3:9])[CH3:2]. Given the reactants [CH2:1]([O:3][C:4](=[O:34])[CH2:5][C@@H:6]([C:10]1[CH:15]=[CH:14][C:13]([O:16][CH2:17][C:18]2[CH:19]=[CH:20][C:21]3[N:22]([N:24]=[C:25]([C:27]4[CH:32]=[CH:31][C:30]([OH:33])=[CH:29][CH:28]=4)[N:26]=3)[CH:23]=2)=[CH:12][CH:11]=1)[C:7]#[C:8][CH3:9])[CH3:2].Br[CH2:36][CH2:37][O:38][CH3:39].C(=O)([O-])[O-].[Cs+].[Cs+], predict the reaction product. (5) Given the reactants [CH2:1](Cl)[C:2](=[CH2:4])[CH3:3].[CH2:6]([NH:13][CH2:14][CH2:15][OH:16])[C:7]1[CH:12]=[CH:11][CH:10]=[CH:9][CH:8]=1.C(=O)([O-])[O-].[K+].[K+], predict the reaction product. The product is: [CH2:6]([N:13]([CH2:3][C:2]([CH3:4])=[CH2:1])[CH2:14][CH2:15][OH:16])[C:7]1[CH:12]=[CH:11][CH:10]=[CH:9][CH:8]=1. (6) Given the reactants [NH:1]1[C:9]2[C:4](=[CH:5][CH:6]=[CH:7][CH:8]=2)[C:3]([C:10]([NH2:12])=[O:11])=[N:2]1.C(N(CC)CC)C.[C:20]1([S:26](Cl)(=[O:28])=[O:27])[CH:25]=[CH:24][CH:23]=[CH:22][CH:21]=1, predict the reaction product. The product is: [C:20]1([S:26]([N:1]2[C:9]3[C:4](=[CH:5][CH:6]=[CH:7][CH:8]=3)[C:3]([C:10]([NH2:12])=[O:11])=[N:2]2)(=[O:28])=[O:27])[CH:25]=[CH:24][CH:23]=[CH:22][CH:21]=1.